Dataset: Full USPTO retrosynthesis dataset with 1.9M reactions from patents (1976-2016). Task: Predict the reactants needed to synthesize the given product. Given the product [CH3:27][C:24]1[S:23][C:22]([C:20]([N:16]2[CH2:15][C:14]3([CH2:13][CH2:12][N:11]([CH2:10][C:9]4[CH:8]=[C:7]([CH:32]=[CH:31][CH:30]=4)[O:6][CH2:5][CH:4]=[O:3])[CH2:29][CH2:28]3)[O:19][CH2:18][CH2:17]2)=[O:21])=[CH:26][CH:25]=1, predict the reactants needed to synthesize it. The reactants are: C([O:3][CH:4](OCC)[CH2:5][O:6][C:7]1[CH:8]=[C:9]([CH:30]=[CH:31][CH:32]=1)[CH2:10][N:11]1[CH2:29][CH2:28][C:14]2([O:19][CH2:18][CH2:17][N:16]([C:20]([C:22]3[S:23][C:24]([CH3:27])=[CH:25][CH:26]=3)=[O:21])[CH2:15]2)[CH2:13][CH2:12]1)C.